From a dataset of Forward reaction prediction with 1.9M reactions from USPTO patents (1976-2016). Predict the product of the given reaction. (1) Given the reactants [CH3:1][C:2]1[N:6]([CH2:7][C:8]2[CH:13]=[CH:12][CH:11]=[C:10]([C:14]([F:17])([F:16])[F:15])[C:9]=2[CH3:18])[C:5]2[CH:19]=[C:20]([N:25]3[CH2:30][CH2:29][O:28][CH2:27][CH2:26]3)[CH:21]=[C:22]([CH2:23][OH:24])[C:4]=2[N:3]=1.[H-].[Na+].[CH3:33]I.O, predict the reaction product. The product is: [CH3:1][C:2]1[N:6]([CH2:7][C:8]2[CH:13]=[CH:12][CH:11]=[C:10]([C:14]([F:15])([F:17])[F:16])[C:9]=2[CH3:18])[C:5]2[CH:19]=[C:20]([N:25]3[CH2:26][CH2:27][O:28][CH2:29][CH2:30]3)[CH:21]=[C:22]([CH2:23][O:24][CH3:33])[C:4]=2[N:3]=1. (2) The product is: [C:24]([C:21]1([C:27]([O:29][CH2:30][CH3:31])=[O:28])[CH2:22][CH2:23][N:18]([C:16]([O:15][C:11]([CH3:14])([CH3:13])[CH3:12])=[O:17])[CH2:19][CH2:20]1)(=[O:25])[NH2:3]. Given the reactants CC[N:3](C(C)C)C(C)C.N.[C:11]([O:15][C:16]([N:18]1[CH2:23][CH2:22][C:21]([C:27]([O:29][CH2:30][CH3:31])=[O:28])([C:24](O)=[O:25])[CH2:20][CH2:19]1)=[O:17])([CH3:14])([CH3:13])[CH3:12].F[P-](F)(F)(F)(F)F.N1(O[P+](N(C)C)(N(C)C)N(C)C)C2C=CC=CC=2N=N1, predict the reaction product.